Dataset: Full USPTO retrosynthesis dataset with 1.9M reactions from patents (1976-2016). Task: Predict the reactants needed to synthesize the given product. (1) Given the product [CH2:25]([O:17][C:16](=[O:18])[CH2:15][CH2:14][CH2:13][C:10]1[CH:11]=[CH:12][N:8]([C:6]([O:5][C:1]([CH3:4])([CH3:2])[CH3:3])=[O:7])[N:9]=1)[C:26]1[CH:31]=[CH:30][CH:29]=[CH:28][CH:27]=1, predict the reactants needed to synthesize it. The reactants are: [C:1]([O:5][C:6]([N:8]1[CH:12]=[CH:11][C:10]([CH2:13][CH2:14][CH2:15][C:16]([OH:18])=[O:17])=[N:9]1)=[O:7])([CH3:4])([CH3:3])[CH3:2].C(=O)([O-])[O-].[K+].[K+].[CH2:25](Br)[C:26]1[CH:31]=[CH:30][CH:29]=[CH:28][CH:27]=1. (2) Given the product [CH3:20][O:19][C:15]1[CH:14]=[C:13]([CH:11]([N:8]([CH3:9])[CH3:7])[CH3:10])[CH:18]=[CH:17][CH:16]=1, predict the reactants needed to synthesize it. The reactants are: CC(C)[O-].N#N.[CH3:7][NH:8][CH3:9].[CH3:10][C:11]([C:13]1[CH:18]=[CH:17][CH:16]=[C:15]([O:19][CH3:20])[CH:14]=1)=O.[BH4-].[Na+].[BH4-].[OH-].[NH4+]. (3) The reactants are: [N:1]1[CH:6]=[CH:5][CH:4]=[CH:3][C:2]=1[CH2:7]Cl.[CH2:9]1[CH2:13]O[CH2:11][CH2:10]1. Given the product [N:1]1[CH:6]=[CH:5][CH:4]=[CH:3][C:2]=1[CH2:7][CH:9]1[C:13]2[C:7](=[CH:2][CH:3]=[CH:4][CH:5]=2)[CH:11]=[CH:10]1, predict the reactants needed to synthesize it.